This data is from Forward reaction prediction with 1.9M reactions from USPTO patents (1976-2016). The task is: Predict the product of the given reaction. (1) Given the reactants C(NC(C)C)(C)C.C([Li])CCC.[C:13]1([CH2:19][C:20]([O:22][CH2:23][CH3:24])=[O:21])[CH:18]=[CH:17][CH:16]=[CH:15][CH:14]=1.[C:25](Cl)(=[O:32])[C:26]1[CH:31]=[CH:30][CH:29]=[CH:28][CH:27]=1.[NH4+].[Cl-], predict the reaction product. The product is: [CH2:23]([O:22][C:20](=[O:21])[CH:19]([C:13]1[CH:18]=[CH:17][CH:16]=[CH:15][CH:14]=1)[C:25](=[O:32])[C:26]1[CH:31]=[CH:30][CH:29]=[CH:28][CH:27]=1)[CH3:24]. (2) The product is: [Br:8][C:7]1[CH:2]=[C:3]([OH:12])[CH:4]=[C:5]([N+:9]([O-:11])=[O:10])[CH:6]=1. Given the reactants N[C:2]1[C:7]([Br:8])=[CH:6][C:5]([N+:9]([O-:11])=[O:10])=[CH:4][C:3]=1[OH:12].S(=O)(=O)(O)O.N([O-])=O.[Na+], predict the reaction product. (3) Given the reactants [CH2:1]([N:4]1[C:12]2[C:11](=[O:13])[N:10]([CH3:14])[C:9](=[O:15])[N:8]([CH3:16])[C:7]=2[N:6]=[C:5]1Cl)[CH:2]=[CH2:3].[C:18]([O:22][C:23]([N:25]1[CH2:30][CH2:29][NH:28][CH2:27][CH2:26]1)=[O:24])([CH3:21])([CH3:20])[CH3:19].N12CCCN=C1CCCCC2, predict the reaction product. The product is: [C:18]([O:22][C:23]([N:25]1[CH2:30][CH2:29][N:28]([C:5]2[N:4]([CH2:1][CH:2]=[CH2:3])[C:12]3[C:11](=[O:13])[N:10]([CH3:14])[C:9](=[O:15])[N:8]([CH3:16])[C:7]=3[N:6]=2)[CH2:27][CH2:26]1)=[O:24])([CH3:21])([CH3:19])[CH3:20]. (4) Given the reactants [F:1][C:2]1[C:7]([F:8])=[CH:6][CH:5]=[CH:4][C:3]=1[C:9]1[N:17]=[C:12]2[CH:13]=[N:14][NH:15][CH:16]=[C:11]2[N:10]=1.Cl[CH2:19][C:20]1[O:24][N:23]=[C:22]([C:25]2[N:26]=[C:27]([CH3:31])[O:28][C:29]=2[CH3:30])[CH:21]=1, predict the reaction product. The product is: [F:1][C:2]1[C:7]([F:8])=[CH:6][CH:5]=[CH:4][C:3]=1[C:9]1[N:17]=[C:12]2[CH:13]=[N:14][N:15]([CH2:19][C:20]3[O:24][N:23]=[C:22]([C:25]4[N:26]=[C:27]([CH3:31])[O:28][C:29]=4[CH3:30])[CH:21]=3)[CH:16]=[C:11]2[N:10]=1.